Dataset: Reaction yield outcomes from USPTO patents with 853,638 reactions. Task: Predict the reaction yield, written as a fraction of the theoretical maximum amount of product (1.0 means a 100% yield; for example, 0.34 means a 34% yield). The reactants are [CH:1]1([N:4]([CH:31]2[CH2:33][CH2:32]2)[C:5]([C:7]2[N:28]([CH2:29][CH3:30])[C:10]3=[N:11][C:12]([NH:19][C:20]4[S:21][C:22]([C:25](O)=[O:26])=[CH:23][N:24]=4)=[C:13]4[N:17]=[CH:16][N:15]([CH3:18])[C:14]4=[C:9]3[CH:8]=2)=[O:6])[CH2:3][CH2:2]1.[CH:34]1([NH2:37])[CH2:36][CH2:35]1.CN(C(ON1N=NC2C=CC=NC1=2)=[N+](C)C)C.F[P-](F)(F)(F)(F)F.CCN(C(C)C)C(C)C. The catalyst is CN(C=O)C. The product is [CH:34]1([NH:37][C:25]([C:22]2[S:21][C:20]([NH:19][C:12]3[N:11]=[C:10]4[N:28]([CH2:29][CH3:30])[C:7]([C:5](=[O:6])[N:4]([CH:1]5[CH2:3][CH2:2]5)[CH:31]5[CH2:32][CH2:33]5)=[CH:8][C:9]4=[C:14]4[N:15]([CH3:18])[CH:16]=[N:17][C:13]=34)=[N:24][CH:23]=2)=[O:26])[CH2:36][CH2:35]1. The yield is 0.198.